Predict the reaction yield, written as a fraction of the theoretical maximum amount of product (1.0 means a 100% yield; for example, 0.34 means a 34% yield). From a dataset of Reaction yield outcomes from USPTO patents with 853,638 reactions. (1) The reactants are [F:1][C:2]([F:38])([F:37])[C:3]1[CH:4]=[C:5]([C:13]2[N:17]=[CH:16][N:15](/[CH:18]=[CH:19]\[C:20]([N:22]3[CH2:36][CH2:35][C:24]4([CH2:27][N:26](C(OC(C)(C)C)=O)[CH2:25]4)[CH2:23]3)=[O:21])[N:14]=2)[CH:6]=[C:7]([C:9]([F:12])([F:11])[F:10])[CH:8]=1.[C:39]([OH:45])([C:41]([F:44])([F:43])[F:42])=[O:40]. The catalyst is C(Cl)Cl. The product is [F:42][C:41]([F:44])([F:43])[C:39]([OH:45])=[O:40].[F:12][C:9]([F:10])([F:11])[C:7]1[CH:6]=[C:5]([C:13]2[N:17]=[CH:16][N:15](/[CH:18]=[CH:19]\[C:20]([N:22]3[CH2:36][CH2:35][C:24]4([CH2:25][NH:26][CH2:27]4)[CH2:23]3)=[O:21])[N:14]=2)[CH:4]=[C:3]([C:2]([F:1])([F:38])[F:37])[CH:8]=1. The yield is 0.950. (2) The yield is 0.780. The product is [CH:18]1([O:1][C:2]2[NH:6][N:5]=[C:4]([C:7]([O:9][CH2:10][CH3:11])=[O:8])[CH:3]=2)[CH2:23][CH2:22][CH2:21][CH2:20][CH2:19]1. The catalyst is C(#N)C. The reactants are [OH:1][C:2]1[NH:6][N:5]=[C:4]([C:7]([O:9][CH2:10][CH3:11])=[O:8])[CH:3]=1.C([O-])([O-])=O.[K+].[K+].[CH:18]1(Cl)[CH2:23][CH2:22][CH2:21][CH2:20][CH2:19]1.